From a dataset of Catalyst prediction with 721,799 reactions and 888 catalyst types from USPTO. Predict which catalyst facilitates the given reaction. (1) Reactant: CO[CH2:3][O:4][C:5]1[CH:10]=[C:9]([CH3:11])[C:8]([C:12]2[CH:17]=[CH:16][CH:15]=[C:14]([CH2:18][O:19][C:20]3[CH:21]=[CH:22][C:23]4[C:24](=[CH:33][C:34]([O:36][CH2:37][CH3:38])=[O:35])[C:25]5[C:30]([C:31]=4[CH:32]=3)=[CH:29][CH:28]=[CH:27][CH:26]=5)[C:13]=2[CH3:39])=[C:7]([CH3:40])[CH:6]=1.Cl.[CH2:42]([OH:44])[CH3:43].C1C[O:48][CH2:47]C1. Product: [C:42]([O:48][CH2:47][CH2:3][O:4][C:5]1[CH:10]=[C:9]([CH3:11])[C:8]([C:12]2[CH:17]=[CH:16][CH:15]=[C:14]([CH2:18][O:19][C:20]3[CH:21]=[CH:22][C:23]4[C:24](=[CH:33][C:34]([O:36][CH2:37][CH3:38])=[O:35])[C:25]5[C:30]([C:31]=4[CH:32]=3)=[CH:29][CH:28]=[CH:27][CH:26]=5)[C:13]=2[CH3:39])=[C:7]([CH3:40])[CH:6]=1)(=[O:44])[CH3:43]. The catalyst class is: 6. (2) Reactant: C(OC([NH:8][C:9]1[CH:10]=[N:11][CH:12]=[CH:13][C:14]=1[C@H:15]1[CH2:20][C@@H:19]([NH:21][C:22](=[O:28])[O:23][C:24]([CH3:27])([CH3:26])[CH3:25])[C@@H:18]([NH:29][CH3:30])[C@@H:17]([CH3:31])[CH2:16]1)=O)(C)(C)C.CCN(C(C)C)C(C)C.Cl[C:42]([O:44][CH3:45])=[O:43].Cl.O1CCOCC1.C(=O)(ON1C(=O)CCC1=O)OC(C)(C)C. Product: [NH2:8][C:9]1[CH:10]=[N:11][CH:12]=[CH:13][C:14]=1[C@@H:15]1[CH2:16][C@H:17]([CH3:31])[C@H:18]([N:29]([CH3:30])[C:42](=[O:43])[O:44][CH3:45])[C@H:19]([NH:21][C:22]([O:23][C:24]([CH3:27])([CH3:25])[CH3:26])=[O:28])[CH2:20]1. The catalyst class is: 2. (3) Reactant: [I:1][C:2]1[N:7]=[N:6][C:5]([NH2:8])=[C:4]([O:9][CH3:10])[CH:3]=1.[Cl:11][C:12]1[CH:17]=[CH:16][CH:15]=[CH:14][C:13]=1[CH2:18][S:19](Cl)(=[O:21])=[O:20]. Product: [Cl:11][C:12]1[CH:17]=[CH:16][CH:15]=[CH:14][C:13]=1[CH2:18][S:19]([NH:8][C:5]1[N:6]=[N:7][C:2]([I:1])=[CH:3][C:4]=1[O:9][CH3:10])(=[O:21])=[O:20]. The catalyst class is: 17. (4) Reactant: Br[C:2]1[CH:7]=[C:6]([CH2:8][O:9][CH2:10][CH3:11])[CH:5]=[C:4]([Br:12])[CH:3]=1.[Li]CCCC.CN([CH:21]=[O:22])C.[NH4+].[Cl-]. Product: [Br:12][C:4]1[CH:3]=[C:2]([CH:7]=[C:6]([CH2:8][O:9][CH2:10][CH3:11])[CH:5]=1)[CH:21]=[O:22]. The catalyst class is: 28. (5) Reactant: [OH:1][C:2]1[CH:7]=[C:6]([OH:8])[CH:5]=[CH:4][C:3]=1[CH:9]1[CH2:14][CH2:13][CH2:12][C:11](=O)[CH2:10]1.Cl.[NH2:17][OH:18].C(N(CC)CC)C. Product: [OH:1][C:2]1[CH:7]=[C:6]([OH:8])[CH:5]=[CH:4][C:3]=1[CH:9]1[CH2:14][CH2:13][CH2:12][C:11](=[N:17][OH:18])[CH2:10]1. The catalyst class is: 3. (6) Reactant: C([O:3][C:4](=[O:17])[CH2:5][CH2:6][CH2:7][O:8][C:9]1[CH:14]=[CH:13][C:12]([CH:15]=[O:16])=[CH:11][CH:10]=1)C.[OH-].[Na+]. Product: [CH:15]([C:12]1[CH:13]=[CH:14][C:9]([O:8][CH2:7][CH2:6][CH2:5][C:4]([OH:17])=[O:3])=[CH:10][CH:11]=1)=[O:16]. The catalyst class is: 5. (7) Reactant: [CH3:1][C:2]1([CH3:15])[NH:7][C:6](=[O:8])[CH:5](C(OCC)=O)[C:4](=[O:14])[CH2:3]1. Product: [CH3:1][C:2]1([CH3:15])[NH:7][C:6](=[O:8])[CH2:5][C:4](=[O:14])[CH2:3]1. The catalyst class is: 47. (8) Reactant: [F:1][C:2]1[CH:7]=[CH:6][C:5]([N:8]2[C:12]([C:13]3[N:14]=[CH:15][NH:16][CH:17]=3)=[C:11]([CH3:18])[N:10]=[N:9]2)=[CH:4][CH:3]=1.[CH3:19][C:20]([C:22]1[CH:27]=[CH:26][C:25](F)=[CH:24][CH:23]=1)=[O:21].C(=O)([O-])[O-].[K+].[K+].Cl. Product: [F:1][C:2]1[CH:7]=[CH:6][C:5]([N:8]2[C:12]([C:13]3[N:14]=[CH:15][N:16]([C:25]4[CH:26]=[CH:27][C:22]([C:20](=[O:21])[CH3:19])=[CH:23][CH:24]=4)[CH:17]=3)=[C:11]([CH3:18])[N:10]=[N:9]2)=[CH:4][CH:3]=1. The catalyst class is: 3. (9) Reactant: [CH3:1][O:2][C:3]([C:5]1[NH:6][C:7]([C@@H:10]([NH:18][C:19]([O:21][C:22]([CH3:25])([CH3:24])[CH3:23])=[O:20])[CH2:11][C:12]2[CH:17]=[CH:16][CH:15]=[CH:14][CH:13]=2)=[N:8][CH:9]=1)=[O:4].C1C(=O)N([Br:33])C(=O)C1. Product: [CH3:1][O:2][C:3]([C:5]1[NH:6][C:7]([C@@H:10]([NH:18][C:19]([O:21][C:22]([CH3:25])([CH3:24])[CH3:23])=[O:20])[CH2:11][C:12]2[CH:13]=[CH:14][CH:15]=[CH:16][CH:17]=2)=[N:8][C:9]=1[Br:33])=[O:4]. The catalyst class is: 22.